Predict the reaction yield, written as a fraction of the theoretical maximum amount of product (1.0 means a 100% yield; for example, 0.34 means a 34% yield). From a dataset of Reaction yield outcomes from USPTO patents with 853,638 reactions. (1) The reactants are CO[CH:3](OC)[CH2:4][C:5]1[N:13]=[CH:12][CH:11]=[CH:10][C:6]=1[C:7]([NH2:9])=[O:8].CC1C=CC(S(O)(=O)=O)=CC=1.O. The catalyst is C1(C)C=CC=CC=1. The product is [N:13]1[C:5]2[CH:4]=[CH:3][NH:9][C:7](=[O:8])[C:6]=2[CH:10]=[CH:11][CH:12]=1. The yield is 0.660. (2) The reactants are [CH2:1]([S:3]([C:6]1[CH:7]=[CH:8][C:9]2[O:14][CH2:13][C:12](=[O:15])[N:11]([CH2:16][CH2:17][N:18]3[CH2:23][CH2:22][CH:21]([NH:24]C(=O)OC(C)(C)C)[CH2:20][CH2:19]3)[C:10]=2[CH:32]=1)(=[O:5])=[O:4])C.NC1CCN(CCN2C3C(=CC=C(C#N)C=3)C=CC2=O)CC1. No catalyst specified. The product is [NH2:24][CH:21]1[CH2:22][CH2:23][N:18]([CH2:17][CH2:16][N:11]2[C:10]3[CH:32]=[C:6]([S:3]([CH3:1])(=[O:5])=[O:4])[CH:7]=[CH:8][C:9]=3[O:14][CH2:13][C:12]2=[O:15])[CH2:19][CH2:20]1. The yield is 1.00. (3) The reactants are [Cl:1][C:2]1[CH:9]=[CH:8][C:5]([C:6]#N)=[CH:4][N:3]=1.[CH3:10][O:11][C:12]1[CH:17]=[CH:16][C:15]([Mg]Br)=[CH:14][CH:13]=1.[NH4+].[Cl-].C1C[O:25]CC1. No catalyst specified. The product is [Cl:1][C:2]1[N:3]=[CH:4][C:5]([C:6]([C:15]2[CH:16]=[CH:17][C:12]([O:11][CH3:10])=[CH:13][CH:14]=2)=[O:25])=[CH:8][CH:9]=1. The yield is 0.500. (4) The reactants are Cl[C:2]1[CH:7]=[CH:6][C:5]([NH:8][C:9]([NH:11][C:12]2[CH:17]=[CH:16][CH:15]=[C:14]([C:18]3[CH:23]=[CH:22][CH:21]=[C:20]([N:24]4[CH2:28][CH2:27][CH2:26][CH2:25]4)[N:19]=3)[CH:13]=2)=[O:10])=[CH:4][CH:3]=1.C1(N)CCCCC1.CCN(C(C)C)C(C)C. The catalyst is CN(C=O)C. The product is [CH:5]1([NH:8][C:9]([NH:11][C:12]2[CH:17]=[CH:16][CH:15]=[C:14]([C:18]3[CH:23]=[CH:22][CH:21]=[C:20]([N:24]4[CH2:28][CH2:27][CH2:26][CH2:25]4)[N:19]=3)[CH:13]=2)=[O:10])[CH2:6][CH2:7][CH2:2][CH2:3][CH2:4]1. The yield is 0.530. (5) The reactants are [F:1][C:2]1[CH:7]=[CH:6][CH:5]=[CH:4][C:3]=1[C@@H:8]([N:20]1[CH2:25][CH2:24][CH2:23][CH2:22][CH2:21]1)[C:9]([O:11][C@H](C1C=CC=CC=1)C)=[O:10]. The catalyst is C(O)C.[OH-].[OH-].[Pd+2]. The product is [F:1][C:2]1[CH:7]=[CH:6][CH:5]=[CH:4][C:3]=1[C@@H:8]([N:20]1[CH2:25][CH2:24][CH2:23][CH2:22][CH2:21]1)[C:9]([OH:11])=[O:10]. The yield is 0.980. (6) The reactants are [NH:1]1[CH:5]=[CH:4][N:3]=[CH:2]1.C(N([CH2:11][CH3:12])CC)C.C1(C)C=CC([C:19](Cl)=[O:20])=CC=1.[OH-:23].[Na+].N1[CH:30]=[CH:29][CH:28]=[CH:27][CH:26]=1. The catalyst is O. The product is [NH:1]1[CH:5]=[CH:4][N:3]=[C:2]1[C:19]([O:20][C:28]1[CH:29]=[CH:30][C:11]([CH3:12])=[CH:26][CH:27]=1)=[O:23]. The yield is 0.510. (7) The reactants are [C:1]1([C:19]2[CH:24]=[CH:23][CH:22]=[CH:21][CH:20]=2)[CH:6]=[CH:5][C:4]([C:7]([N:9]2[CH2:12][CH:11]([C:13]3[CH:18]=[CH:17][N:16]=[CH:15][CH:14]=3)[CH2:10]2)=[O:8])=[CH:3][CH:2]=1.Cl. The catalyst is [Pd].C(O)C. The product is [C:1]1([C:19]2[CH:20]=[CH:21][CH:22]=[CH:23][CH:24]=2)[CH:2]=[CH:3][C:4]([C:7]([N:9]2[CH2:10][CH:11]([CH:13]3[CH2:18][CH2:17][NH:16][CH2:15][CH2:14]3)[CH2:12]2)=[O:8])=[CH:5][CH:6]=1. The yield is 1.00. (8) The reactants are [F:1][C:2]1[CH:7]=[CH:6][C:5]([CH:8]([O:10][C:11]([C:13]2[C:21]3[C:16](=[CH:17][CH:18]=[C:19]([CH2:22][CH2:23]OS(C)(=O)=O)[CH:20]=3)[NH:15][C:14]=2[CH3:29])=[O:12])[CH3:9])=[CH:4][CH:3]=1.[CH2:30]([NH:32][CH2:33][CH3:34])[CH3:31]. The catalyst is O1CCOCC1. The product is [F:1][C:2]1[CH:7]=[CH:6][C:5]([CH:8]([O:10][C:11]([C:13]2[C:21]3[C:16](=[CH:17][CH:18]=[C:19]([CH2:22][CH2:23][N:32]([CH2:33][CH3:34])[CH2:30][CH3:31])[CH:20]=3)[NH:15][C:14]=2[CH3:29])=[O:12])[CH3:9])=[CH:4][CH:3]=1. The yield is 0.800. (9) The product is [C:1]([O:5][C:6]([NH:7][C@H:8]1[CH2:9][CH2:10][C@H:11]([O:14][S:23]([CH3:22])(=[O:25])=[O:24])[CH2:12][CH2:13]1)=[O:15])([CH3:4])([CH3:2])[CH3:3]. The catalyst is C(Cl)Cl. The reactants are [C:1]([O:5][C:6](=[O:15])[NH:7][C@H:8]1[CH2:13][CH2:12][C@H:11]([OH:14])[CH2:10][CH2:9]1)([CH3:4])([CH3:3])[CH3:2].N1C=CC=CC=1.[CH3:22][S:23](Cl)(=[O:25])=[O:24]. The yield is 0.960. (10) The reactants are [C:1]([O:5][C:6]([NH:8][CH:9]([CH3:13])[C:10]([OH:12])=O)=[O:7])([CH3:4])([CH3:3])[CH3:2].C1C=CC2N(O)N=NC=2C=1.CN1C(=O)CCC1.CCN=C=NCCCN(C)C.[NH:42]1[CH2:47][CH2:46][S:45][CH2:44][CH2:43]1. The catalyst is C(Cl)Cl. The product is [C:1]([O:5][C:6](=[O:7])[NH:8][CH:9]([CH3:13])[C:10](=[O:12])[N:42]1[CH2:47][CH2:46][S:45][CH2:44][CH2:43]1)([CH3:2])([CH3:3])[CH3:4]. The yield is 0.980.